From a dataset of Experimentally validated miRNA-target interactions with 360,000+ pairs, plus equal number of negative samples. Binary Classification. Given a miRNA mature sequence and a target amino acid sequence, predict their likelihood of interaction. (1) The miRNA is mmu-miR-329-3p with sequence AACACACCCAGCUAACCUUUUU. The protein sequence of the target gene is MGCIQSITCKARIRRENIVVYDVCATIDQCPTRIEETSPIVLRYKTPYFKASARVVMPPIPRHETWVVGWIQACNQMEFFNTYSDLGMSSWELPDLREGRVKAISDSDGVSYPWYGNTTETVTLVGPTNKISRFSVSMNDNFYPSVTWAVPVSDSNVPLLTRIKRDQSFTTWLVAMNTTTKEKIILQTIKWRMRVDIEVDPLQLLGQRARLVGRTQQEQPRILSRMEPIPPNALVKPNANDAQVLMWRPKRGPPLVVIPPK. Result: 1 (interaction). (2) The miRNA is hsa-miR-4704-5p with sequence GACACUAGGCAUGUGAGUGAUU. The protein sequence of the target gene is MAEYKNIVLLKGLENMEDYQFRTVKSLLRKELKLTKKMQEDYDRIQLADWMEDKFPKDAGLDKLIKVCEHIKDLKDLAKKLKTEKAKVQEKKKGKCKTAGKKKGQDELSSSESLFINKESYKSVPSSKKKRKQITKTEGGKKKKLTQEQAQLPETSGTNIKKEEDCLQNPHKSPPTPSSSSSNKAPRRGTVPKEPSREEGHHQGPKQVMVLKVTEPFTYDFEETKRMFHATVATETEFFRVKVFDTALMSKFIPGKIIAISHYIGCNGFLEIYRASCVSDVNINPTMIISNTLSESAIAT.... Result: 0 (no interaction). (3) The miRNA is mmu-miR-467c-3p with sequence AUAUACAUACACACACCUAUAC. The protein sequence of the target gene is MVAAHAAHSSSSAEWIACLDKRPLERSSEDVDIIFTRLKEVKAFEKFHPNLLHQICLCGYYENLEKGITLFRQGDIGTNWYAVLAGSLDVKVSETSSHQDAVTICTLGIGTAFGESILDNTPRHATIVTRESSELLRIEQKDFKALWEKYRQYMAGLLAPPYGVMETGSNNDRIPDKENTPLIEPHVPLRPANTITKVPSEKILRAGKILRNAILSRAPHMIRDRKYHLKTYRQCCVGTELVDWMMQQTPCVHSRTQAVGMWQVLLEDGVLNHVDQEHHFQDKYLFYRFLDDEHEDAPLP.... Result: 0 (no interaction). (4) The miRNA is hsa-miR-3192-3p with sequence CUCUGAUCGCCCUCUCAGCUC. The protein sequence of the target gene is MVAKQRIRMANEKHSKNITQRGNVAKTSRNAPEEKASVGPWLLALFIFVVCGSAIFQIIQSIRMGM. Result: 1 (interaction). (5) The miRNA is hsa-miR-145-3p with sequence GGAUUCCUGGAAAUACUGUUCU. The protein sequence of the target gene is MGRKKIQITRIMDERNRQVTFTKRKFGLMKKAYELSVLCDCEIALIIFNSSNKLFQYASTDMDKVLLKYTEYNEPHESRTNSDIVEALNKKEHRGCDSPDPDTSYVLTPHTEEKYKKINEEFDNMMRNHKIAPGLPPQNFSMSVTVPVTSPNALSYTNPGSSLVSPSLAASSTLAESSMLSPPPATLHRNVSPGAPQRPPSTGSAGGMLSTTDLTVPNGAGNGPVGNGFVDSRASPNLIGNTGANSVGKVMPTKSPPPPGGGSVGMNSRKPDLRVVIPPSSKGMMPPLNAQRISSSQATQ.... Result: 0 (no interaction). (6) The miRNA is mmu-miR-1b-3p with sequence UGGGUACAUAAAGAAGUAUGUGC. The protein sequence of the target gene is MANNSPALTGNSQPQHQAAAAAAQQQQQCGGGGATKPAVSGKQGNVLPLWGNEKTMNLNPMILTNILSSPYFKVQLYELKTYHEVVDEIYFKVTHVEPWEKGSRKTAGQTGMCGGVRGVGTGGIVSTAFCLLYKLFTLKLTRKQVMGLITHTDSPYIRALGFMYIRYTQPPTDLWDWFESFLDDEEDLDVKAGGGCVMTIGEMLRSFLTKLEWFSTLFPRIPVPVQKNIDQQIKTRPRKIKKDGKEGAEEIDRHVERRRSRSPRRSLSPRRSPRRSRSRSHHREGHGSSSFDRELEREKE.... Result: 0 (no interaction). (7) The miRNA is mmu-miR-148a-3p with sequence UCAGUGCACUACAGAACUUUGU. The protein sequence of the target gene is MEEMEEELKCPVCGSFYREPIILPCSHNLCQACARNILVQTPESESPQSHRAAGSGVSDYDYLDLDKMSLYSEADSGYGSYGGFASAPTTPCQKSPNGVRVFPPAMPPPATHLSPALAPVPRNSCITCPQCHRSLILDDRGLRGFPKNRVLEGVIDRYQQSKAAALKCQLCEKAPKEATVMCEQCDVFYCDPCRLRCHPPRGPLAKHRLVPPAQGRVSRRLSPRKVSTCTDHELENHSMYCVQCKMPVCYQCLEEGKHSSHEVKALGAMWKLHKSQLSQALNGLSDRAKEAKEFLVQLRN.... Result: 0 (no interaction). (8) The miRNA is hsa-miR-4520-5p with sequence CCUGCGUGUUUUCUGUCCAA. The protein sequence of the target gene is MSYSCGLPSLSCRTSCSSRPCVPPSCHGCTLPGACNIPANVSNCNWFCEGSFNGSEKETMQFLNDRLASYLEKVRQLERDNAELENLIRERSQQQEPLVCASYQSYFKTIEELQQKILCSKSENARLVVQIDNAKLASDDFRTKYETELSLRQLVESDINGLRRILDELTLCRSDLEAQVESLKEELLCLKQNHEQEVNTLRCQLGDRLNVEVDAAPTVDLNQVLNETRSQYEALVETNRREVEQWFATQTEELNKQVVSSSEQLQSYQAEIIELRRTVNALEIELQAQHNLRDSLENTL.... Result: 0 (no interaction). (9) The miRNA is hsa-miR-4760-3p with sequence AAAUUCAUGUUCAAUCUAAACC. The protein sequence of the target gene is MSFVAYEELIKEGDTAILSLGHGAMVAVRVQRGAQTQTRHGVLRHSVDLIGRPFGSKVTCGRGGWVYVLHPTPELWTLNLPHRTQILYSTDIALITMMLELRPGSVVCESGTGSGSVSHAIIRTIAPTGHLHTVEFHQQRAEKAREEFQEHRVGRWVTVRTQDVCRSGFGVSHVADAVFLDIPSPWEAVGHAWDALKVEGGRFCSFSPCIEQVQRTCQALAARGFSELSTLEVLPQVYNVRTVSLPPPDLGTGTDGPAGSDTSPFRSGTPMKEAVGHTGYLTFATKTPG. Result: 0 (no interaction). (10) The miRNA is hsa-miR-6738-3p with sequence CUUCUGCCUGCAUUCUACUCCCAG. The protein sequence of the target gene is MGSRPPCGATSSARRACQFPAPMAAAREPELPQEAPATEPAPPPACRFFLEGRCRFGARCRQPHPGAPAPPGREAQPEAGAKKPPLRTAADVIQRIRWDPRLDPADFSVGYVDRFLGVREEPFSAFCWDQPLAALGPGVLAVPQHRVRFFRFHGRLVWDRASRTDLVFGSGSAAGRGPTILDAPNTEGAHGAEGAEWTLAGTGQEAQAAPKRGSTRPLCTGHQEPGVEEPGELEAAQERALGTAADLGTLAPRGRLAGVTEEALKPTAATRTTLLGGKEAQALGVPGGSAETTEAEWGPA.... Result: 1 (interaction).